From a dataset of Full USPTO retrosynthesis dataset with 1.9M reactions from patents (1976-2016). Predict the reactants needed to synthesize the given product. (1) Given the product [ClH:33].[F:22][C:17]1[C:16]([NH:23][C:24]2[CH:29]=[CH:28][C:27]([I:30])=[CH:26][C:25]=2[F:31])=[C:15]([CH:20]=[CH:19][C:18]=1[F:21])[C:13]([NH:12][O:11][CH2:10][CH2:9][NH:7][CH3:6])=[O:14], predict the reactants needed to synthesize it. The reactants are: C(O[C:6](=O)[N:7]([CH2:9][CH2:10][O:11][NH:12][C:13]([C:15]1[CH:20]=[CH:19][C:18]([F:21])=[C:17]([F:22])[C:16]=1[NH:23][C:24]1[CH:29]=[CH:28][C:27]([I:30])=[CH:26][C:25]=1[F:31])=[O:14])C)(C)(C)C.[ClH:33]. (2) Given the product [Cl:1][C:2]1[CH:16]=[CH:15][C:5]([C:6]([N:8]2[CH2:13][CH2:12][CH2:11][C@@H:10]([NH:14][C:22](=[O:23])[C:21]3[CH:25]=[CH:26][C:18]([CH3:17])=[CH:19][CH:20]=3)[CH2:9]2)=[O:7])=[CH:4][CH:3]=1, predict the reactants needed to synthesize it. The reactants are: [Cl:1][C:2]1[CH:16]=[CH:15][C:5]([C:6]([N:8]2[CH2:13][CH2:12][CH2:11][C@@H:10]([NH2:14])[CH2:9]2)=[O:7])=[CH:4][CH:3]=1.[CH3:17][C:18]1[CH:26]=[CH:25][C:21]([C:22](Cl)=[O:23])=[CH:20][CH:19]=1.[OH-].[Na+]. (3) Given the product [NH2:7][C@@H:8]1[CH2:12][CH2:11][N:10]([CH2:13][C:14]2[C:15]([Cl:42])=[C:16]3[C:17]([C:25](=[O:40])[N:26]([CH2:27][C:28]4[CH:33]=[C:32]([Cl:34])[CH:31]=[CH:30][C:29]=4[S:35]([CH2:38][CH3:39])(=[O:36])=[O:37])[C:45](=[O:47])[NH:41]3)=[CH:18][C:19]=2[O:20][C:21]([F:22])([F:23])[F:24])[CH2:9]1, predict the reactants needed to synthesize it. The reactants are: C(OC(=O)[NH:7][C@@H:8]1[CH2:12][CH2:11][N:10]([CH2:13][C:14]2[C:19]([O:20][C:21]([F:24])([F:23])[F:22])=[CH:18][C:17]([C:25](=[O:40])[NH:26][CH2:27][C:28]3[CH:33]=[C:32]([Cl:34])[CH:31]=[CH:30][C:29]=3[S:35]([CH2:38][CH3:39])(=[O:37])=[O:36])=[C:16]([NH2:41])[C:15]=2[Cl:42])[CH2:9]1)(C)(C)C.Cl.[C:45](OCC)(=[O:47])C. (4) Given the product [ClH:27].[NH2:17][CH2:16][CH2:15][C:14]1[CH:13]=[CH:12][C:11]([C:6]2[C:7](=[O:9])[NH:8][C:3](=[O:2])[NH:4][CH:5]=2)=[CH:26][CH:25]=1, predict the reactants needed to synthesize it. The reactants are: C[O:2][C:3]1[N:8]=[C:7]([O:9]C)[C:6]([C:11]2[CH:26]=[CH:25][C:14]([CH2:15][CH2:16][NH:17]C(=O)OC(C)(C)C)=[CH:13][CH:12]=2)=[CH:5][N:4]=1.[ClH:27].